This data is from Full USPTO retrosynthesis dataset with 1.9M reactions from patents (1976-2016). The task is: Predict the reactants needed to synthesize the given product. (1) Given the product [C:2]1([CH3:12])[CH:3]=[CH:4][C:5]([S:8]([OH:11])(=[O:9])=[O:10])=[CH:6][CH:7]=1.[NH2:13][CH2:14][C@:15]1([CH2:24][C:25]([OH:27])=[O:26])[CH2:21][C@@H:20]2[C@H:16]1[CH:17]=[CH:18][CH:19]2[CH2:22][CH3:23], predict the reactants needed to synthesize it. The reactants are: O.[C:2]1([CH3:12])[CH:7]=[CH:6][C:5]([S:8]([OH:11])(=[O:10])=[O:9])=[CH:4][CH:3]=1.[NH2:13][CH2:14][C@:15]1([CH2:24][C:25]([O:27]C(C)(C)C)=[O:26])[CH2:21][C@@H:20]2[C@H:16]1[CH:17]=[CH:18][CH:19]2[CH2:22][CH3:23]. (2) Given the product [Br:25][CH2:21][C:18]1[CH:19]=[CH:20][C:15]2[S:14][CH:13]=[C:12]([C:9]3[CH:10]=[CH:11][C:6]([O:5][CH2:4][CH2:3][O:2][CH3:1])=[CH:7][C:8]=3[CH3:23])[C:16]=2[CH:17]=1, predict the reactants needed to synthesize it. The reactants are: [CH3:1][O:2][CH2:3][CH2:4][O:5][C:6]1[CH:11]=[CH:10][C:9]([C:12]2[C:16]3[CH:17]=[C:18]([CH2:21]O)[CH:19]=[CH:20][C:15]=3[S:14][CH:13]=2)=[C:8]([CH3:23])[CH:7]=1.P(Br)(Br)[Br:25]. (3) Given the product [O:28]=[C:10]1[NH:9][CH:8]([C:5]2[CH:6]=[CH:7][C:2]([C:34]#[N:35])=[CH:3][C:4]=2[S:29]([CH3:32])(=[O:31])=[O:30])[C:13]2[C:14](=[O:17])[CH2:15][CH2:16][C:12]=2[N:11]1[C:18]1[CH:23]=[CH:22][CH:21]=[C:20]([C:24]([F:27])([F:26])[F:25])[CH:19]=1, predict the reactants needed to synthesize it. The reactants are: Br[C:2]1[CH:7]=[CH:6][C:5]([CH:8]2[C:13]3[C:14](=[O:17])[CH2:15][CH2:16][C:12]=3[N:11]([C:18]3[CH:23]=[CH:22][CH:21]=[C:20]([C:24]([F:27])([F:26])[F:25])[CH:19]=3)[C:10](=[O:28])[NH:9]2)=[C:4]([S:29]([CH3:32])(=[O:31])=[O:30])[CH:3]=1.O.[CH3:34][N:35](C=O)C. (4) Given the product [CH3:1][O:2][N:3]([CH2:14][CH2:15][C:16](=[O:17])[C:18]1[CH:23]=[CH:22][CH:21]=[CH:20][CH:19]=1)[C:4](=[O:10])[O:5][C:6]([CH3:9])([CH3:8])[CH3:7], predict the reactants needed to synthesize it. The reactants are: [CH3:1][O:2][NH:3][C:4](=[O:10])[O:5][C:6]([CH3:9])([CH3:8])[CH3:7].[H-].[Na+].Cl[CH2:14][CH2:15][C:16]([C:18]1[CH:23]=[CH:22][CH:21]=[CH:20][CH:19]=1)=[O:17]. (5) The reactants are: [Br:1][C:2]1[N:7]=[C:6]([NH:8][CH2:9][C:10]2[C:15]([CH3:16])=[CH:14][CH:13]=[CH:12][C:11]=2[CH2:17][CH3:18])[C:5]2[N:19]=[C:20]([CH3:22])[NH:21][C:4]=2[CH:3]=1.[H-].[Na+].Cl[CH2:26][O:27][CH2:28][C:29]1[CH:34]=[CH:33][CH:32]=[CH:31][CH:30]=1.C(=O)(O)[O-].[Na+]. Given the product [CH2:28]([O:27][CH2:26][N:21]1[C:4]2[CH:3]=[C:2]([Br:1])[N:7]=[C:6]([NH:8][CH2:9][C:10]3[C:15]([CH3:16])=[CH:14][CH:13]=[CH:12][C:11]=3[CH2:17][CH3:18])[C:5]=2[N:19]=[C:20]1[CH3:22])[C:29]1[CH:34]=[CH:33][CH:32]=[CH:31][CH:30]=1, predict the reactants needed to synthesize it.